This data is from Reaction yield outcomes from USPTO patents with 853,638 reactions. The task is: Predict the reaction yield, written as a fraction of the theoretical maximum amount of product (1.0 means a 100% yield; for example, 0.34 means a 34% yield). (1) The reactants are OC1C=CC(C(=C2CCOCC2)C2C=CC(/C=C/C(OC(C)(C)C)=O)=CC=2)=CC=1.Br[C:31]1[CH:36]=[CH:35][C:34]([C:37](=[C:45]2[CH2:51][CH2:50][CH2:49][CH2:48][CH2:47][CH2:46]2)[C:38]2[CH:43]=[CH:42][C:41]([OH:44])=[CH:40][CH:39]=2)=[CH:33][CH:32]=1.[CH:52]([P:54](=[O:61])([O:58][CH2:59][CH3:60])[O:55][CH2:56][CH3:57])=[CH2:53].CC1C=CC=CC=1P(C1C=CC=CC=1C)C1C=CC=CC=1C.CCN(CC)CC. The catalyst is CC([O-])=O.CC([O-])=O.[Pd+2].CN(C=O)C. The product is [C:45]1(=[C:37]([C:38]2[CH:43]=[CH:42][C:41]([OH:44])=[CH:40][CH:39]=2)[C:34]2[CH:33]=[CH:32][C:31](/[CH:53]=[CH:52]/[P:54](=[O:61])([O:58][CH2:59][CH3:60])[O:55][CH2:56][CH3:57])=[CH:36][CH:35]=2)[CH2:46][CH2:47][CH2:48][CH2:49][CH2:50][CH2:51]1. The yield is 0.280. (2) The reactants are C([C@H]1COC(=O)N1[C:14](=[O:23])[C@H:15]([CH2:19][CH:20]1[CH2:22][CH2:21]1)/[CH:16]=[CH:17]/[CH3:18])C1C=CC=CC=1.OO.O.[OH-].[Li+].S(S([O-])=O)([O-])(=O)=[O:30].[Na+].[Na+].Cl. The catalyst is O1CCCC1.O. The product is [CH:20]1([CH2:19][C@H:15](/[CH:16]=[CH:17]/[CH3:18])[C:14]([OH:23])=[O:30])[CH2:21][CH2:22]1. The yield is 0.780.